From a dataset of Reaction yield outcomes from USPTO patents with 853,638 reactions. Predict the reaction yield, written as a fraction of the theoretical maximum amount of product (1.0 means a 100% yield; for example, 0.34 means a 34% yield). (1) The reactants are [CH3:1][O:2][C:3]1[CH:34]=[CH:33][C:6]([NH:7][C:8](=[O:32])[CH2:9][CH2:10][N:11]2[C:19]3[CH:18]=[CH:17][CH:16]=[CH:15][C:14]=3[C:13]3[CH2:20][CH2:21][N:22](C(OC(C)(C)C)=O)[CH2:23][CH2:24][C:12]2=3)=[CH:5][CH:4]=1.FC(F)(F)C(O)=O.C(Cl)[Cl:43]. No catalyst specified. The product is [ClH:43].[CH3:1][O:2][C:3]1[CH:34]=[CH:33][C:6]([NH:7][C:8](=[O:32])[CH2:9][CH2:10][N:11]2[C:19]3[CH:18]=[CH:17][CH:16]=[CH:15][C:14]=3[C:13]3[CH2:20][CH2:21][NH:22][CH2:23][CH2:24][C:12]2=3)=[CH:5][CH:4]=1. The yield is 0.840. (2) The reactants are [F:1][C:2]1[C:7]([F:8])=[CH:6][CH:5]=[CH:4][C:3]=1[C:9](=O)[CH2:10][F:11].[CH3:13][C:14]([S@:17]([NH2:19])=[O:18])([CH3:16])[CH3:15]. The catalyst is C1COCC1.[Cl-].[Na+].O.C(O[Ti](OC(C)C)(OC(C)C)OC(C)C)(C)C. The product is [F:1][C:2]1[C:7]([F:8])=[CH:6][CH:5]=[CH:4][C:3]=1/[C:9](=[N:19]\[S@@:17]([C:14]([CH3:16])([CH3:15])[CH3:13])=[O:18])/[CH2:10][F:11]. The yield is 0.409. (3) The reactants are [O:1]1[C:5]2[CH:6]=[CH:7][C:8]([CH2:10][C:11]#[N:12])=[CH:9][C:4]=2[O:3]C1.B(Br)(Br)Br.O. The product is [OH:3][C:4]1[CH:9]=[C:8]([CH2:10][C:11]#[N:12])[CH:7]=[CH:6][C:5]=1[OH:1]. The yield is 0.540. The catalyst is C(Cl)Cl. (4) The reactants are [CH3:1][C:2]1[C:3]([NH:8][C:9]2[S:10][CH:11]=[C:12]([C:14]3[CH:19]=[CH:18][CH:17]=[CH:16][N:15]=3)[N:13]=2)=[N:4][CH:5]=[CH:6][CH:7]=1.[Br:20]N1C(=O)CCC1=O. The catalyst is ClCCl. The product is [Br:20][C:11]1[S:10][C:9]([NH:8][C:3]2[C:2]([CH3:1])=[CH:7][CH:6]=[CH:5][N:4]=2)=[N:13][C:12]=1[C:14]1[CH:19]=[CH:18][CH:17]=[CH:16][N:15]=1. The yield is 0.860. (5) The reactants are [C:1]1([C@@H:7]2[CH2:11][N:10]([CH2:12][CH:13]3[CH2:18][CH2:17][O:16][CH2:15][CH2:14]3)[C:9](=[O:19])[N:8]2[CH:20]2[CH2:25][CH2:24][NH:23][CH2:22][CH2:21]2)[CH:6]=[CH:5][CH:4]=[CH:3][CH:2]=1.Br[CH2:27][C:28]1[CH:29]=[CH:30][C:31]([O:34][C:35]2[CH:42]=[CH:41][C:38]([C:39]#[N:40])=[CH:37][CH:36]=2)=[N:32][CH:33]=1. No catalyst specified. The product is [O:19]=[C:9]1[N:10]([CH2:12][CH:13]2[CH2:14][CH2:15][O:16][CH2:17][CH2:18]2)[CH2:11][C@@H:7]([C:1]2[CH:2]=[CH:3][CH:4]=[CH:5][CH:6]=2)[N:8]1[CH:20]1[CH2:25][CH2:24][N:23]([CH2:27][C:28]2[CH:29]=[CH:30][C:31]([O:34][C:35]3[CH:42]=[CH:41][C:38]([C:39]#[N:40])=[CH:37][CH:36]=3)=[N:32][CH:33]=2)[CH2:22][CH2:21]1. The yield is 0.960. (6) The product is [CH:43]1([NH:46][C:14]2[C:15]([C:20]3[O:22][N:40]=[C:39]([C:26]4[N:27]=[C:28]([N:30]([CH3:38])[C:31]5[CH:32]=[CH:33][CH:34]=[CH:35][CH:36]=5)[N:29]=[C:24]([NH2:23])[N:25]=4)[N:41]=3)=[N:16][CH:17]=[CH:18][CH:19]=2)[CH2:45][CH2:44]1. The reactants are C(N1C=CN=C1)(N1C=CN=C1)=O.F[C:14]1[C:15]([C:20]([OH:22])=O)=[N:16][CH:17]=[CH:18][CH:19]=1.[NH2:23][C:24]1[N:29]=[C:28]([N:30]([CH3:38])[C:31]2[CH:36]=[CH:35][CH:34]=[C:33](C)[CH:32]=2)[N:27]=[C:26]([C:39]([NH:41]O)=[NH:40])[N:25]=1.[CH:43]1([NH2:46])[CH2:45][CH2:44]1. The yield is 0.170. The catalyst is N1C=CC=CC=1.CCOC(C)=O. (7) The reactants are [H-].[Na+].[OH:3][CH:4]1[CH2:7][N:6]([C:8]([O:10][C:11]([CH3:14])([CH3:13])[CH3:12])=[O:9])[CH2:5]1.I[CH3:16].O. The catalyst is O1CCCC1. The product is [CH3:16][O:3][CH:4]1[CH2:5][N:6]([C:8]([O:10][C:11]([CH3:14])([CH3:13])[CH3:12])=[O:9])[CH2:7]1. The yield is 0.333.